Dataset: Forward reaction prediction with 1.9M reactions from USPTO patents (1976-2016). Task: Predict the product of the given reaction. (1) Given the reactants [NH2:1][C:2]1[C:7]2[C:8]([C:11]3[CH:16]=[CH:15][C:14]([NH:17][C:18]([C:20]4[N:21]([CH3:29])[C:22]5[C:27]([CH:28]=4)=[CH:26][CH:25]=[CH:24][CH:23]=5)=[O:19])=[C:13]([O:30][CH3:31])[CH:12]=3)=[CH:9][S:10][C:6]=2[C:5]([C:32]#[C:33][CH2:34][NH:35][CH:36]2[CH2:45][CH2:44][C:39]3(OCC[O:40]3)[CH2:38][CH2:37]2)=[CH:4][N:3]=1.Cl.C(=O)([O-])[O-].[Na+].[Na+].O, predict the reaction product. The product is: [NH2:1][C:2]1[C:7]2[C:8]([C:11]3[CH:16]=[CH:15][C:14]([NH:17][C:18]([C:20]4[N:21]([CH3:29])[C:22]5[C:27]([CH:28]=4)=[CH:26][CH:25]=[CH:24][CH:23]=5)=[O:19])=[C:13]([O:30][CH3:31])[CH:12]=3)=[CH:9][S:10][C:6]=2[C:5]([C:32]#[C:33][CH2:34][NH:35][CH:36]2[CH2:37][CH2:38][C:39](=[O:40])[CH2:44][CH2:45]2)=[CH:4][N:3]=1. (2) Given the reactants Cl[C:2](=[N:24][OH:25])[C:3]1[CH:23]=[CH:22][C:6]([CH2:7][N:8]([CH:16]2[CH2:21][CH2:20][O:19][CH2:18][CH2:17]2)[C:9](=[O:15])[O:10][C:11]([CH3:14])([CH3:13])[CH3:12])=[CH:5][CH:4]=1.[Br:26][C:27]1[N:28]=[C:29]([C:48]#[CH:49])[C:30]([N:33]([C:41]([O:43][C:44]([CH3:47])([CH3:46])[CH3:45])=[O:42])[C:34](=[O:40])[O:35][C:36]([CH3:39])([CH3:38])[CH3:37])=[N:31][CH:32]=1.CCN(CC)CC, predict the reaction product. The product is: [C:44]([O:43][C:41](=[O:42])[N:33]([C:30]1[C:29]([C:48]2[O:25][N:24]=[C:2]([C:3]3[CH:23]=[CH:22][C:6]([CH2:7][N:8]([C:9]([O:10][C:11]([CH3:14])([CH3:13])[CH3:12])=[O:15])[CH:16]4[CH2:21][CH2:20][O:19][CH2:18][CH2:17]4)=[CH:5][CH:4]=3)[CH:49]=2)=[N:28][C:27]([Br:26])=[CH:32][N:31]=1)[C:34]([O:35][C:36]([CH3:39])([CH3:38])[CH3:37])=[O:40])([CH3:45])([CH3:46])[CH3:47]. (3) Given the reactants [Cl:1][C:2]1[CH:9]=[CH:8][C:5]([CH:6]=O)=[CH:4][CH:3]=1.[CH3:10][C:11]1([CH3:19])[O:18][C:16](=[O:17])[CH2:15][C:13](=[O:14])[O:12]1.N1CCCC1C(O)=O.[CH3:28][S:29][CH2:30][C:31]1[CH:32]=[CH:33][CH:34]=[C:35]2[C:39]=1[NH:38][CH:37]=[CH:36]2, predict the reaction product. The product is: [Cl:1][C:2]1[CH:9]=[CH:8][C:5]([CH:6]([C:36]2[C:35]3[C:39](=[C:31]([CH2:30][S:29][CH3:28])[CH:32]=[CH:33][CH:34]=3)[NH:38][CH:37]=2)[CH:15]2[C:16](=[O:17])[O:18][C:11]([CH3:19])([CH3:10])[O:12][C:13]2=[O:14])=[CH:4][CH:3]=1.